From a dataset of Reaction yield outcomes from USPTO patents with 853,638 reactions. Predict the reaction yield, written as a fraction of the theoretical maximum amount of product (1.0 means a 100% yield; for example, 0.34 means a 34% yield). (1) The reactants are C[O:2][C:3](=[O:29])[CH2:4][C:5]1([C:20]2[CH:28]=[CH:27][C:23]3[O:24][CH2:25][O:26][C:22]=3[CH:21]=2)[C:13]2[C:8](=[CH:9][CH:10]=[CH:11][CH:12]=2)[N:7]([CH2:14][CH2:15][CH2:16][CH2:17][CH3:18])[C:6]1=[O:19].O.[OH-].[Li+]. The catalyst is C1COCC1.O. The product is [O:24]1[C:23]2[CH:27]=[CH:28][C:20]([C:5]3([CH2:4][C:3]([OH:29])=[O:2])[C:13]4[C:8](=[CH:9][CH:10]=[CH:11][CH:12]=4)[N:7]([CH2:14][CH2:15][CH2:16][CH2:17][CH3:18])[C:6]3=[O:19])=[CH:21][C:22]=2[O:26][CH2:25]1. The yield is 0.880. (2) The reactants are [H-].[Na+].[CH3:3][O:4][C:5]([CH2:7]P(OC)(OC)=O)=[O:6].[CH2:14]([N:21]1[CH2:26][CH2:25][C:24](=O)[CH2:23][CH2:22]1)[C:15]1[CH:20]=[CH:19][CH:18]=[CH:17][CH:16]=1.[H][H]. The catalyst is CN(C)C=O.C(OCC)C.[Pt](=O)=O. The product is [CH2:14]([N:21]1[CH2:26][CH2:25][CH:24]([CH2:7][C:5]([O:4][CH3:3])=[O:6])[CH2:23][CH2:22]1)[C:15]1[CH:20]=[CH:19][CH:18]=[CH:17][CH:16]=1. The yield is 0.900.